Dataset: Reaction yield outcomes from USPTO patents with 853,638 reactions. Task: Predict the reaction yield, written as a fraction of the theoretical maximum amount of product (1.0 means a 100% yield; for example, 0.34 means a 34% yield). (1) The reactants are [CH2:1]1[C@H:9]2[C@H:4]([CH2:5][C:6]3[CH:13]=[CH:12][CH:11]=[CH:10][C:7]=3[CH2:8]2)[CH2:3][NH:2]1.Br[CH2:15][CH2:16][CH2:17][N:18]1[C:22](=[O:23])[C:21]2=[CH:24][CH:25]=[CH:26][CH:27]=[C:20]2[C:19]1=[O:28].[I-].[K+].C(=O)([O-])[O-].[K+].[K+]. The catalyst is CC(CC)=O. The product is [C:19]1(=[O:28])[N:18]([CH2:17][CH2:16][CH2:15][N:2]2[CH2:3][C@H:4]3[C@H:9]([CH2:8][C:7]4[CH:10]=[CH:11][CH:12]=[CH:13][C:6]=4[CH2:5]3)[CH2:1]2)[C:22](=[O:23])[C:21]2=[CH:24][CH:25]=[CH:26][CH:27]=[C:20]12. The yield is 0.780. (2) The reactants are [Br:1][C:2]1[C:7]([Cl:8])=[C:6]([CH3:9])[CH:5]=[CH:4][C:3]=1[Cl:10].C(OOC(=O)C1C=CC=CC=1)(=O)C1C=CC=CC=1.C1C(=O)N([Br:36])C(=O)C1. The catalyst is C(Cl)(Cl)(Cl)Cl. The product is [Br:1][C:2]1[C:7]([Cl:8])=[C:6]([CH2:9][Br:36])[CH:5]=[CH:4][C:3]=1[Cl:10]. The yield is 0.650. (3) The reactants are F[C:2]1[CH:7]=[CH:6][CH:5]=[CH:4][C:3]=1[N:8]1[CH:12]=[CH:11][N:10]=[C:9]1[C:13]1([OH:26])[CH2:18][CH2:17][N:16]([C:19]([O:21][C:22]([CH3:25])([CH3:24])[CH3:23])=[O:20])[CH2:15][CH2:14]1.C([O-])([O-])=O.[K+].[K+]. The catalyst is CN(C=O)C. The product is [N:16]1([C:19]([O:21][C:22]([CH3:25])([CH3:24])[CH3:23])=[O:20])[CH2:17][CH2:18][C:13]2([C:9]3=[N:10][CH:11]=[CH:12][N:8]3[C:3]3[CH:4]=[CH:5][CH:6]=[CH:7][C:2]=3[O:26]2)[CH2:14][CH2:15]1. The yield is 0.500. (4) The reactants are [CH2:1]([C:3]1[C:10]([O:11][CH3:12])=[CH:9][C:6]([CH:7]=O)=[CH:5][C:4]=1[O:13][CH3:14])[CH3:2].[ClH:15].CO.C(O[CH:21](OCC)[CH2:22][NH:23][CH2:24][C:25]1[CH:30]=[CH:29][CH:28]=[C:27]([O:31][CH2:32][CH3:33])[C:26]=1[OH:34])C. The catalyst is CCO. The product is [ClH:15].[CH2:32]([O:31][C:27]1[C:26]([OH:34])=[C:25]2[C:30]([C:21]([CH2:7][C:6]3[CH:9]=[C:10]([O:11][CH3:12])[C:3]([CH2:1][CH3:2])=[C:4]([O:13][CH3:14])[CH:5]=3)=[CH:22][N:23]=[CH:24]2)=[CH:29][CH:28]=1)[CH3:33]. The yield is 0.160. (5) The reactants are [CH3:1][O:2][C:3](=[O:6])[CH2:4][NH2:5].[OH:7][C:8]1[CH:15]=[CH:14][CH:13]=[CH:12][C:9]=1[CH:10]=O. No catalyst specified. The product is [OH:7][C:8]1[CH:15]=[CH:14][CH:13]=[CH:12][C:9]=1[CH2:10][NH:5][CH2:4][C:3]([O:2][CH3:1])=[O:6]. The yield is 0.400.